This data is from Full USPTO retrosynthesis dataset with 1.9M reactions from patents (1976-2016). The task is: Predict the reactants needed to synthesize the given product. (1) Given the product [CH2:5]([NH:7][C:8]([N:10]1[CH:15]([C:16]2[N:17]=[CH:18][O:19][C:20]=2[C:21]2[CH:26]=[CH:25][CH:24]=[CH:23][CH:22]=2)[C:14]([C:28]#[N:29])=[C:13]([CH3:30])[NH:12][C:11]1=[O:31])=[O:9])[CH3:6], predict the reactants needed to synthesize it. The reactants are: C([O-])=O.[NH4+].[CH2:5]([NH:7][C:8]([N:10]1[CH:15]([C:16]2[N:17]=[CH:18][O:19][C:20]=2[C:21]2[CH:26]=[CH:25][C:24](Cl)=[CH:23][CH:22]=2)[C:14]([C:28]#[N:29])=[C:13]([CH3:30])[NH:12][C:11]1=[O:31])=[O:9])[CH3:6]. (2) Given the product [Cl:3][C:4]1[CH:9]=[CH:8][C:7]([CH:10]2[C:17]3[C:13](=[N:14][N:15]([CH2:32][CH3:33])[C:16]=3[CH3:18])[C:12](=[O:19])[N:11]2[C:20]2[CH:21]=[C:22]([CH3:30])[C:23]3[N:24]([C:26]([CH3:29])=[N:27][N:28]=3)[CH:25]=2)=[CH:6][CH:5]=1, predict the reactants needed to synthesize it. The reactants are: [H-].[Na+].[Cl:3][C:4]1[CH:9]=[CH:8][C:7]([CH:10]2[C:17]3[C:16]([CH3:18])=[N:15][NH:14][C:13]=3[C:12](=[O:19])[N:11]2[C:20]2[CH:21]=[C:22]([CH3:30])[C:23]3[N:24]([C:26]([CH3:29])=[N:27][N:28]=3)[CH:25]=2)=[CH:6][CH:5]=1.I[CH2:32][CH3:33]. (3) Given the product [CH3:1][O:2][C:3]([N:5]([C:20]1[C:29]([C:30]([O:32][CH3:33])=[O:31])=[C:28]2[C:23]([CH:24]3[CH2:34][CH:25]3[CH2:26][O:27]2)=[CH:22][CH:21]=1)[S:6]([C:9]1[CH:14]=[CH:13][C:12]([F:15])=[CH:11][C:10]=1/[CH:16]=[CH:17]\[CH2:18][CH2:47][OH:48])(=[O:7])=[O:8])=[O:4], predict the reactants needed to synthesize it. The reactants are: [CH3:1][O:2][C:3]([N:5]([C:20]1[C:29]([C:30]([O:32][CH3:33])=[O:31])=[C:28]2[C:23]([CH:24]3[CH2:34][CH:25]3[CH2:26][O:27]2)=[CH:22][CH:21]=1)[S:6]([C:9]1[CH:14]=[CH:13][C:12]([F:15])=[CH:11][C:10]=1/[CH:16]=[CH:17]\[CH2:18]O)(=[O:8])=[O:7])=[O:4].BrC1C=C(F)C=CC=1S(N(C1C(C(OC)=O)=C2C(C3CC3CO2)=CC=1)[C:47](OC)=[O:48])(=O)=O. (4) Given the product [OH:2][NH:3][C:11]([C:13]1[CH:14]=[CH:15][C:16]([O:17][CH:18]([C:23]2[CH:28]=[CH:27][C:26]([O:29][CH:30]([CH3:32])[CH3:31])=[C:25]([O:33][CH2:34][CH3:35])[CH:24]=2)[C:19]([O:21][CH3:22])=[O:20])=[CH:36][CH:37]=1)=[NH:12], predict the reactants needed to synthesize it. The reactants are: Cl.[OH:2][NH2:3].C(N(CC)CC)C.[C:11]([C:13]1[CH:37]=[CH:36][C:16]([O:17][CH:18]([C:23]2[CH:28]=[CH:27][C:26]([O:29][CH:30]([CH3:32])[CH3:31])=[C:25]([O:33][CH2:34][CH3:35])[CH:24]=2)[C:19]([O:21][CH3:22])=[O:20])=[CH:15][CH:14]=1)#[N:12]. (5) Given the product [ClH:49].[NH2:57][CH2:55][NH:26][C:27](=[O:52])[C:28]1[CH:33]=[CH:32][C:31]([C:34]2[CH2:38][C:37]([C:43]3[CH:48]=[C:47]([Cl:49])[CH:46]=[C:45]([Cl:50])[CH:44]=3)([C:39]([F:40])([F:41])[F:42])[O:36][N:35]=2)=[CH:30][C:29]=1[CH3:51], predict the reactants needed to synthesize it. The reactants are: FC(F)(F)C(OI(C1C=CC=CC=1)OC(=O)C(F)(F)F)=O.C(C[NH:26][C:27](=[O:52])[C:28]1[CH:33]=[CH:32][C:31]([C:34]2[CH2:38][C:37]([C:43]3[CH:48]=[C:47]([Cl:49])[CH:46]=[C:45]([Cl:50])[CH:44]=3)([C:39]([F:42])([F:41])[F:40])[O:36][N:35]=2)=[CH:30][C:29]=1[CH3:51])(=O)N.O.Cl.[C:55](#[N:57])C.O.